From a dataset of Reaction yield outcomes from USPTO patents with 853,638 reactions. Predict the reaction yield, written as a fraction of the theoretical maximum amount of product (1.0 means a 100% yield; for example, 0.34 means a 34% yield). (1) The reactants are [O:1]=[C:2]([CH3:9])[CH2:3][CH2:4][CH2:5][C:6]([OH:8])=[O:7].C(N(CC)C(C)C)(C)C.FC(F)(F)C(O[C:24]1[C:29]([F:30])=[C:28]([F:31])[C:27]([F:32])=[C:26]([F:33])[C:25]=1[F:34])=O. The catalyst is C(Cl)Cl. The product is [O:1]=[C:2]([CH3:9])[CH2:3][CH2:4][CH2:5][C:6]([O:8][C:24]1[C:25]([F:34])=[C:26]([F:33])[C:27]([F:32])=[C:28]([F:31])[C:29]=1[F:30])=[O:7]. The yield is 0.790. (2) The reactants are Cl[C:2]1[O:3][C:4]2[CH:10]=[CH:9][C:8]([N+:11]([O-:13])=[O:12])=[CH:7][C:5]=2[N:6]=1.C([Sn](CCCC)(CCCC)[C:19]1[S:20][CH:21]=[CH:22][CH:23]=1)CCC.C(OCC)(=O)C. The catalyst is O1CCOCC1.C1C=CC([P]([Pd]([P](C2C=CC=CC=2)(C2C=CC=CC=2)C2C=CC=CC=2)([P](C2C=CC=CC=2)(C2C=CC=CC=2)C2C=CC=CC=2)[P](C2C=CC=CC=2)(C2C=CC=CC=2)C2C=CC=CC=2)(C2C=CC=CC=2)C2C=CC=CC=2)=CC=1. The product is [N+:11]([C:8]1[CH:9]=[CH:10][C:4]2[O:3][C:2]([C:19]3[S:20][CH:21]=[CH:22][CH:23]=3)=[N:6][C:5]=2[CH:7]=1)([O-:13])=[O:12]. The yield is 0.0200. (3) The reactants are [NH:1]1[C:9]2[C:4](=[CH:5][CH:6]=[CH:7][CH:8]=2)[CH2:3][C:2]1=[O:10].[Cl-].[Al+3].[Cl-].[Cl-].[Cl:15][CH2:16][C:17](Cl)=[O:18].Cl. The catalyst is ClC(Cl)C.C(OCC)(=O)C. The product is [Cl:15][CH2:16][C:17]([C:6]1[CH:5]=[C:4]2[C:9](=[CH:8][CH:7]=1)[NH:1][C:2](=[O:10])[CH2:3]2)=[O:18]. The yield is 0.980. (4) The reactants are [Br:1]N1C(=O)CCC1=O.[N+:9]([C:12]1[CH:13]=[C:14]2[C:18](=[CH:19][CH:20]=1)[NH:17][C:16]([C:21]([O:23][CH2:24][CH3:25])=[O:22])=[CH:15]2)([O-:11])=[O:10].[CH2:26](Br)[C:27]1[CH:32]=[CH:31][CH:30]=[CH:29][CH:28]=1.C([O-])([O-])=O.[Cs+].[Cs+]. The catalyst is CN(C=O)C.O. The product is [CH2:26]([N:17]1[C:18]2[C:14](=[CH:13][C:12]([N+:9]([O-:11])=[O:10])=[CH:20][CH:19]=2)[C:15]([Br:1])=[C:16]1[C:21]([O:23][CH2:24][CH3:25])=[O:22])[C:27]1[CH:32]=[CH:31][CH:30]=[CH:29][CH:28]=1. The yield is 0.570. (5) The reactants are Br[C:2]1[CH:3]=[C:4]2[C:9](=[CH:10][CH:11]=1)[N:8](C(=O)C(F)(F)F)[C@@H:7]([CH3:18])[CH2:6][N:5]2[C:19]([CH:21]1[CH2:23][CH2:22]1)=[O:20].[CH:24]1([N:27]2[CH:31]=[C:30](B3OC(C)(C)C(C)(C)O3)[CH:29]=[N:28]2)[CH2:26][CH2:25]1.C(=O)([O-])[O-].[Cs+].[Cs+]. The catalyst is O1CCOCC1.O.CC(C1C=C(C(C)C)C(C2C=CC=C(P(C3CCCCC3)C3CCCCC3)C=2)=C(C(C)C)C=1)C.C1C=[C-]C(C2C(N)=CC=CC=2)=CC=1.Cl[Pd+]. The product is [CH:21]1([C:19]([N:5]2[C:4]3[C:9](=[CH:10][CH:11]=[C:2]([C:30]4[CH:29]=[N:28][N:27]([CH:24]5[CH2:26][CH2:25]5)[CH:31]=4)[CH:3]=3)[NH:8][C@@H:7]([CH3:18])[CH2:6]2)=[O:20])[CH2:22][CH2:23]1. The yield is 0.790.